Dataset: Full USPTO retrosynthesis dataset with 1.9M reactions from patents (1976-2016). Task: Predict the reactants needed to synthesize the given product. (1) Given the product [C:7]12([C:17]3[CH:23]=[CH:22][C:20]([NH:21][S:42]([C:34]4[CH:35]=[C:36]([N+:39]([O-:41])=[O:40])[CH:37]=[CH:38][C:33]=4[Cl:32])(=[O:44])=[O:43])=[C:19]([CH3:24])[CH:18]=3)[CH2:14][CH:13]3[CH2:15][CH:9]([CH2:10][CH:11]([CH2:12]3)[CH2:16]1)[CH2:8]2, predict the reactants needed to synthesize it. The reactants are: O1CCCC1.Cl.[C:7]12([C:17]3[CH:23]=[CH:22][C:20]([NH2:21])=[C:19]([CH3:24])[CH:18]=3)[CH2:16][CH:11]3[CH2:12][CH:13]([CH2:15][CH:9]([CH2:10]3)[CH2:8]1)[CH2:14]2.C(N(CC)CC)C.[Cl:32][C:33]1[CH:38]=[CH:37][C:36]([N+:39]([O-:41])=[O:40])=[CH:35][C:34]=1[S:42](Cl)(=[O:44])=[O:43]. (2) Given the product [F:1][C:2]([F:7])([F:6])[C:3]([OH:5])=[O:4].[NH2:8][C:9]1[C:18]2[C:13](=[CH:14][C:15]([O:19][CH:20]([C:25]3[CH:30]=[C:29]([O:31][CH3:32])[C:28]([O:33][CH3:34])=[CH:27][C:26]=3[F:35])[C:21]([OH:23])=[O:22])=[CH:16][CH:17]=2)[CH:12]=[CH:11][N:10]=1, predict the reactants needed to synthesize it. The reactants are: [F:1][C:2]([F:7])([F:6])[C:3]([OH:5])=[O:4].[NH2:8][C:9]1[C:18]2[C:13](=[CH:14][C:15]([O:19][CH:20]([C:25]3[CH:30]=[C:29]([O:31][CH3:32])[C:28]([O:33][CH3:34])=[CH:27][C:26]=3[F:35])[C:21]([O:23]C)=[O:22])=[CH:16][CH:17]=2)[CH:12]=[CH:11][N:10]=1.[Li+].[OH-]. (3) Given the product [Cl:1][C:2]1[C:21]([C:31]2[NH:30][C:34]([C:35](=[O:39])[N:36]([CH3:38])[CH3:37])=[CH:33][CH:32]=2)=[CH:20][C:5]([C:6]([NH:8][C:9]2[CH:14]=[CH:13][C:12]([O:15][C:16]([Cl:19])([F:18])[F:17])=[CH:11][CH:10]=2)=[O:7])=[CH:4][N:3]=1, predict the reactants needed to synthesize it. The reactants are: [Cl:1][C:2]1[C:21](I)=[CH:20][C:5]([C:6]([NH:8][C:9]2[CH:14]=[CH:13][C:12]([O:15][C:16]([Cl:19])([F:18])[F:17])=[CH:11][CH:10]=2)=[O:7])=[CH:4][N:3]=1.C(OC([N:30]1[C:34]([C:35](=[O:39])[N:36]([CH3:38])[CH3:37])=[CH:33][CH:32]=[C:31]1B(O)O)=O)(C)(C)C.C([O-])([O-])=O.[Na+].[Na+].O. (4) Given the product [CH2:31]([O:33][C:34]([C:36]1[CH:41]=[C:40]([C:4]2[CH:5]=[CH:6][C:7]([CH:8]([CH3:22])[C:9]([C:15]3[CH:20]=[CH:19][N:18]=[C:17]([Cl:21])[CH:16]=3)([OH:14])[C:10]([F:12])([F:11])[F:13])=[C:2]([Cl:1])[CH:3]=2)[CH:39]=[CH:38][CH:37]=1)=[O:35])[CH3:32], predict the reactants needed to synthesize it. The reactants are: [Cl:1][C:2]1[CH:3]=[C:4](OS(C(F)(F)F)(=O)=O)[CH:5]=[CH:6][C:7]=1[CH:8]([CH3:22])[C:9]([C:15]1[CH:20]=[CH:19][N:18]=[C:17]([Cl:21])[CH:16]=1)([OH:14])[C:10]([F:13])([F:12])[F:11].[CH2:31]([O:33][C:34]([C:36]1[CH:37]=[C:38](B(O)O)[CH:39]=[CH:40][CH:41]=1)=[O:35])[CH3:32]. (5) The reactants are: [CH3:1][N:2]([CH3:10])[C:3]1[CH:8]=[CH:7][C:6]([NH2:9])=[CH:5][CH:4]=1.[S:11]([O-])([O-:14])(=[O:13])=[S:12]. Given the product [NH2:9][C:6]1[CH:7]=[CH:8][C:3]([N:2]([CH3:10])[CH3:1])=[CH:4][C:5]=1[S:12][SH:11](=[O:14])=[O:13], predict the reactants needed to synthesize it.